The task is: Predict which catalyst facilitates the given reaction.. This data is from Catalyst prediction with 721,799 reactions and 888 catalyst types from USPTO. (1) Reactant: F[C:2]1[N:18]=[CH:17][CH:16]=[CH:15][C:3]=1[C:4]([N:6]([C:8]1[CH:13]=[CH:12][C:11]([F:14])=[CH:10][CH:9]=1)[CH3:7])=[O:5].[ClH:19].[NH:20]1[C:24]2=[N:25][CH:26]=[CH:27][C:28]([O:29][C:30]3[CH:35]=[CH:34][C:33]([NH:36]C4C(C(NC5C=CC(F)=CC=5F)=O)=CN=CC=4)=[CH:32][C:31]=3[F:54])=[C:23]2[CH:22]=[CH:21]1.C1(N)C(F)=C(F)C(F)=C(N)C=1F.Cl.Cl. Product: [ClH:19].[ClH:19].[NH:20]1[C:24]2=[N:25][CH:26]=[CH:27][C:28]([O:29][C:30]3[CH:35]=[CH:34][C:33]([NH:36][C:2]4[N:18]=[CH:17][CH:16]=[CH:15][C:3]=4[C:4]([N:6]([C:8]4[CH:13]=[CH:12][C:11]([F:14])=[CH:10][CH:9]=4)[CH3:7])=[O:5])=[CH:32][C:31]=3[F:54])=[C:23]2[CH:22]=[CH:21]1. The catalyst class is: 44. (2) Reactant: [CH3:1][O:2][CH2:3][CH:4]([N:8]1[C:17]2[C:12](=[CH:13][C:14]([C:18]3[C:19]([C:30]4[S:31][CH:32]=[C:33]([C:35]([F:38])([F:37])[F:36])[N:34]=4)=[CH:20][C:21]([NH:24][C:25]([NH:27][CH2:28][CH3:29])=[O:26])=[N:22][CH:23]=3)=[CH:15][CH:16]=2)[C:11](=[O:39])[C:10]([C:40]([N:42]2[CH2:47][CH2:46][NH:45][CH2:44][CH2:43]2)=[O:41])=[CH:9]1)[CH2:5][O:6][CH3:7].C(=O)([O-])[O-].[K+].[K+].Br[CH2:55][CH2:56][OH:57]. Product: [CH3:7][O:6][CH2:5][CH:4]([N:8]1[C:17]2[C:12](=[CH:13][C:14]([C:18]3[C:19]([C:30]4[S:31][CH:32]=[C:33]([C:35]([F:38])([F:36])[F:37])[N:34]=4)=[CH:20][C:21]([NH:24][C:25]([NH:27][CH2:28][CH3:29])=[O:26])=[N:22][CH:23]=3)=[CH:15][CH:16]=2)[C:11](=[O:39])[C:10]([C:40]([N:42]2[CH2:43][CH2:44][N:45]([CH2:55][CH2:56][OH:57])[CH2:46][CH2:47]2)=[O:41])=[CH:9]1)[CH2:3][O:2][CH3:1]. The catalyst class is: 47. (3) Reactant: [Cl:1][C:2]1[CH:3]=[N:4][CH:5]=[C:6]([Cl:26])[C:7]=1[NH:8][C:9]1[NH:10][C:11]2[C:17]3[CH2:18][C:19]([CH3:22])([CH3:21])[O:20][C:16]=3[C:15]([C:23](O)=[O:24])=[CH:14][C:12]=2[N:13]=1.F[B-](F)(F)F.N1(OC(N(C)C)=[N+](C)C)[C:36]2[CH:37]=[CH:38][CH:39]=[CH:40][C:35]=2N=N1.C[N:50]1CCO[CH2:52][CH2:51]1.CN(C=O)C. Product: [CH:35]1([CH:51]([NH:50][C:23]([C:15]2[C:16]3[O:20][C:19]([CH3:21])([CH3:22])[CH2:18][C:17]=3[C:11]3[NH:10][C:9]([NH:8][C:7]4[C:6]([Cl:26])=[CH:5][N:4]=[CH:3][C:2]=4[Cl:1])=[N:13][C:12]=3[CH:14]=2)=[O:24])[CH3:52])[CH2:36][CH2:37][CH2:38][CH2:39][CH2:40]1. The catalyst class is: 1. (4) Reactant: [C:1]1([CH:7]([C:35]2[CH:40]=[CH:39][CH:38]=[CH:37][CH:36]=2)[N:8]2[C:16]3[C:11](=[CH:12][CH:13]=[CH:14][CH:15]=3)[C:10]3([C:20]4[CH:21]=[C:22](B5OC(C)(C)C(C)(C)O5)[CH:23]=[CH:24][C:19]=4[O:18][CH2:17]3)[C:9]2=[O:34])[CH:6]=[CH:5][CH:4]=[CH:3][CH:2]=1.[OH:41]O.[OH-].[Na+]. Product: [C:35]1([CH:7]([C:1]2[CH:6]=[CH:5][CH:4]=[CH:3][CH:2]=2)[N:8]2[C:16]3[C:11](=[CH:12][CH:13]=[CH:14][CH:15]=3)[C:10]3([C:20]4[CH:21]=[C:22]([OH:41])[CH:23]=[CH:24][C:19]=4[O:18][CH2:17]3)[C:9]2=[O:34])[CH:36]=[CH:37][CH:38]=[CH:39][CH:40]=1. The catalyst class is: 5. (5) Reactant: [CH3:1][O:2][C:3]1[CH:4]=[C:5]2[C:10](=[CH:11][C:12]=1[O:13][CH3:14])[N:9]=[CH:8][CH:7]=[C:6]2[O:15][C:16]1[CH:22]=[CH:21][C:19]([NH2:20])=[CH:18][CH:17]=1.[C:23]([CH:27]1[CH2:32][CH2:31][C:30](=O)[CH2:29][CH2:28]1)([CH3:26])([CH3:25])[CH3:24].C(O[BH-](OC(=O)C)OC(=O)C)(=O)C.[Na+].O. Product: [C:23]([CH:27]1[CH2:32][CH2:31][CH:30]([NH:20][C:19]2[CH:21]=[CH:22][C:16]([O:15][C:6]3[C:5]4[C:10](=[CH:11][C:12]([O:13][CH3:14])=[C:3]([O:2][CH3:1])[CH:4]=4)[N:9]=[CH:8][CH:7]=3)=[CH:17][CH:18]=2)[CH2:29][CH2:28]1)([CH3:26])([CH3:25])[CH3:24]. The catalyst class is: 42. (6) Reactant: [NH2:1][CH:2]([C:5]1[N:10]([CH2:11][C:12]2[CH:17]=[CH:16][CH:15]=[CH:14][CH:13]=2)[C:9](=[O:18])[C:8]2=[CH:19][CH:20]=[CH:21][N:7]2[N:6]=1)[CH2:3][CH3:4].[C:22]1(=O)[CH2:26][CH2:25][CH2:24][CH2:23]1.C([O-])(=O)C.[Na+].C(O[BH-](OC(=O)C)OC(=O)C)(=O)C.[Na+]. Product: [CH2:11]([N:10]1[C:9](=[O:18])[C:8]2=[CH:19][CH:20]=[CH:21][N:7]2[N:6]=[C:5]1[CH:2]([NH:1][CH:22]1[CH2:26][CH2:25][CH2:24][CH2:23]1)[CH2:3][CH3:4])[C:12]1[CH:13]=[CH:14][CH:15]=[CH:16][CH:17]=1. The catalyst class is: 12.